From a dataset of Full USPTO retrosynthesis dataset with 1.9M reactions from patents (1976-2016). Predict the reactants needed to synthesize the given product. (1) Given the product [CH2:17]([NH:14][C:15]([NH:13][C:10]1[CH:11]=[CH:12][C:7]([C:4]2[CH:5]=[CH:6][N:1]=[CH:2][CH:3]=2)=[CH:8][CH:9]=1)=[O:16])[C:18]1[CH:23]=[CH:22][CH:21]=[CH:20][CH:19]=1, predict the reactants needed to synthesize it. The reactants are: [N:1]1[CH:6]=[CH:5][C:4]([C:7]2[CH:12]=[CH:11][C:10]([NH2:13])=[CH:9][CH:8]=2)=[CH:3][CH:2]=1.[N:14]([CH2:17][C:18]1[CH:23]=[CH:22][CH:21]=[CH:20][CH:19]=1)=[C:15]=[O:16]. (2) Given the product [F:30][C:24]1[CH:25]=[C:26]([F:29])[CH:27]=[CH:28][C:23]=1[C:22]1[NH:21][C:20]([C:31]([CH3:37])([CH3:36])[C:32]([O:34][CH3:35])=[O:33])=[N:19][C:18]=1[C:14]1[N:15]=[C:16]2[O:17][C:2]([NH:1][C@@H:4]([CH3:9])[CH2:5][CH2:6][O:7][CH3:8])=[N:10][C:11]2=[CH:12][CH:13]=1, predict the reactants needed to synthesize it. The reactants are: [N:1]([C@@H:4]([CH3:9])[CH2:5][CH2:6][O:7][CH3:8])=[C:2]=S.[NH2:10][C:11]1[CH:12]=[CH:13][C:14]([C:18]2[N:19]=[C:20]([C:31]([CH3:37])([CH3:36])[C:32]([O:34][CH3:35])=[O:33])[NH:21][C:22]=2[C:23]2[CH:28]=[CH:27][C:26]([F:29])=[CH:25][C:24]=2[F:30])=[N:15][C:16]=1[OH:17].C1(N=C=NC2CCCCC2)CCCCC1. (3) Given the product [C:13]([C:2]1[CH:3]=[CH:4][C:5]([OH:12])=[C:6]([CH:11]=1)[C:7]([O:9][CH3:10])=[O:8])#[N:14], predict the reactants needed to synthesize it. The reactants are: Br[C:2]1[CH:3]=[CH:4][C:5]([OH:12])=[C:6]([CH:11]=1)[C:7]([O:9][CH3:10])=[O:8].[C:13]([Cu])#[N:14].Cl. (4) Given the product [Br:19][C:16]1[C:15]2[C:10](=[C:11]([F:20])[CH:12]=[CH:13][CH:14]=2)[C:9](=[O:21])[N:8]([NH:7][CH2:6][CH3:23])[C:17]=1[CH3:18], predict the reactants needed to synthesize it. The reactants are: C(O[C:6](=O)[NH:7][N:8]1[C:17]([CH3:18])=[C:16]([Br:19])[C:15]2[C:10](=[C:11]([F:20])[CH:12]=[CH:13][CH:14]=2)[C:9]1=[O:21])(C)(C)C.[CH:23](=O)C.C([BH3-])#N.[Na+].C(O)(=O)C. (5) Given the product [F:33][C:11]([F:32])([C:8]1[N:6]2[CH:7]=[C:2]([C:38]3[CH:37]=[N:36][N:35]([CH3:34])[CH:39]=3)[CH:3]=[CH:4][C:5]2=[N:10][N:9]=1)[C:12]1[CH:13]=[CH:14][C:15]2[N:16]([CH:18]=[C:19]([NH:21][C:27]([CH:29]3[CH2:31][CH2:30]3)=[O:28])[N:20]=2)[N:17]=1, predict the reactants needed to synthesize it. The reactants are: Br[C:2]1[CH:3]=[CH:4][C:5]2[N:6]([C:8]([C:11]([F:33])([F:32])[C:12]3[CH:13]=[CH:14][C:15]4[N:16]([CH:18]=[C:19]([N:21]([C:27]([CH:29]5[CH2:31][CH2:30]5)=[O:28])C(C5CC5)=O)[N:20]=4)[N:17]=3)=[N:9][N:10]=2)[CH:7]=1.[CH3:34][N:35]1[CH:39]=[C:38](B2OC(C)(C)C(C)(C)O2)[CH:37]=[N:36]1. (6) Given the product [Cl:19][C:2]1[CH:7]=[CH:6][N:5]=[C:4]([NH:8][C:9]2[CH:16]=[CH:15][C:12]([C:13]#[N:14])=[CH:11][CH:10]=2)[N:3]=1, predict the reactants needed to synthesize it. The reactants are: O[C:2]1[CH:7]=[CH:6][N:5]=[C:4]([NH:8][C:9]2[CH:16]=[CH:15][C:12]([C:13]#[N:14])=[CH:11][CH:10]=2)[N:3]=1.O=P(Cl)(Cl)[Cl:19]. (7) Given the product [O:20]1[CH:24]=[CH:23][C:22]([C:2]2[CH:3]=[CH:4][C:5]3[N:6]([N:8]=[C:9]([NH:11][C:12](=[O:19])[C:13]4[CH:18]=[CH:17][CH:16]=[N:15][CH:14]=4)[N:10]=3)[CH:7]=2)=[CH:21]1, predict the reactants needed to synthesize it. The reactants are: Br[C:2]1[CH:3]=[CH:4][C:5]2[N:6]([N:8]=[C:9]([NH:11][C:12](=[O:19])[C:13]3[CH:18]=[CH:17][CH:16]=[N:15][CH:14]=3)[N:10]=2)[CH:7]=1.[O:20]1[CH:24]=[CH:23][C:22](B(O)O)=[CH:21]1. (8) Given the product [F:16][C:17]1[CH:22]=[CH:21][CH:20]=[CH:19][C:18]=1[C:2]1[CH:7]=[CH:6][C:5]([C:8]#[C:9][C:10]2[N:11]=[C:12]([CH3:15])[S:13][CH:14]=2)=[CH:4][N:3]=1, predict the reactants needed to synthesize it. The reactants are: Cl[C:2]1[CH:7]=[CH:6][C:5]([C:8]#[C:9][C:10]2[N:11]=[C:12]([CH3:15])[S:13][CH:14]=2)=[CH:4][N:3]=1.[F:16][C:17]1[CH:22]=[CH:21][CH:20]=[CH:19][C:18]=1B(O)O.C(=O)([O-])[O-].[K+].[K+]. (9) Given the product [CH3:16][C:15]1[NH:1][C:4]2[C:5]([CH:14]=1)=[CH:6][CH:7]=[C:8]([C:10]([F:13])([F:12])[F:11])[CH:9]=2, predict the reactants needed to synthesize it. The reactants are: [N+:1]([C:4]1[CH:9]=[C:8]([C:10]([F:13])([F:12])[F:11])[CH:7]=[CH:6][C:5]=1[CH2:14][C:15](=O)[CH3:16])([O-])=O.[C]=O.FC1C=CC([N+]([O-])=O)=C(CC(=O)C)C=1.